From a dataset of Forward reaction prediction with 1.9M reactions from USPTO patents (1976-2016). Predict the product of the given reaction. Given the reactants [CH2:1]([O:3][C:4]([C:6]1[C:7]([OH:25])=[C:8]2[C:14]([Br:15])=[C:13]([Br:16])[N:12]([C:17]3[CH:22]=[CH:21][C:20]([O:23][CH3:24])=[CH:19][CH:18]=3)[C:9]2=[CH:10][N:11]=1)=[O:5])[CH3:2].C1C(=O)N([Br:33])C(=O)C1, predict the reaction product. The product is: [CH2:1]([O:3][C:4]([C:6]1[C:7]([OH:25])=[C:8]2[C:14]([Br:15])=[C:13]([Br:16])[N:12]([C:17]3[CH:22]=[CH:21][C:20]([O:23][CH3:24])=[CH:19][CH:18]=3)[C:9]2=[C:10]([Br:33])[N:11]=1)=[O:5])[CH3:2].